Predict the product of the given reaction. From a dataset of Forward reaction prediction with 1.9M reactions from USPTO patents (1976-2016). (1) Given the reactants [CH2:1]([O:3][C:4](=[O:24])[CH2:5][S:6][C:7]1[CH:12]=[CH:11][C:10]([O:13][C:14]2[CH:19]=[CH:18][C:17]([N+:20]([O-])=O)=[CH:16][C:15]=2[F:23])=[CH:9][CH:8]=1)[CH3:2].O.O.[Sn](Cl)(Cl)(Cl)Cl.O, predict the reaction product. The product is: [CH2:1]([O:3][C:4](=[O:24])[CH2:5][S:6][C:7]1[CH:8]=[CH:9][C:10]([O:13][C:14]2[CH:19]=[CH:18][C:17]([NH2:20])=[CH:16][C:15]=2[F:23])=[CH:11][CH:12]=1)[CH3:2]. (2) Given the reactants Br[C:2]1[CH:3]=[C:4]([CH:7]=[CH:8][C:9]=1[O:10][CH3:11])[C:5]#[N:6].[CH2:12](N(CC)CC)C.[C:19](=[O:21])=[O:20], predict the reaction product. The product is: [CH3:12][O:20][C:19](=[O:21])[C:2]1[CH:3]=[C:4]([C:5]#[N:6])[CH:7]=[CH:8][C:9]=1[O:10][CH3:11]. (3) Given the reactants [O:1]1[CH2:6][CH2:5][CH:4]([C:7]([O:9][CH2:10][C:11]2[CH:16]=[CH:15][CH:14]=[CH:13][CH:12]=2)=[O:8])[CH2:3][CH2:2]1.C[Si]([N-][Si](C)(C)C)(C)C.[Li+].[F:27]N(S(C1C=CC=CC=1)(=O)=O)S(C1C=CC=CC=1)(=O)=O.[Cl-].[NH4+], predict the reaction product. The product is: [F:27][C:4]1([C:7]([O:9][CH2:10][C:11]2[CH:12]=[CH:13][CH:14]=[CH:15][CH:16]=2)=[O:8])[CH2:3][CH2:2][O:1][CH2:6][CH2:5]1. (4) Given the reactants C(=O)([O-])[O-].[Na+].[Na+].I[C:8]1[C:16]2[C:15]([NH2:17])=[N:14][CH:13]=[N:12][C:11]=2[N:10]([CH2:18][O:19][CH2:20][CH2:21][Si:22]([CH3:25])([CH3:24])[CH3:23])[CH:9]=1.[N:26]1[C:35]2[C:30](=[CH:31][CH:32]=[CH:33][CH:34]=2)[CH:29]=[C:28](B(O)O)[CH:27]=1.O, predict the reaction product. The product is: [N:26]1[C:35]2[C:30](=[CH:31][CH:32]=[CH:33][CH:34]=2)[CH:29]=[C:28]([C:8]2[C:16]3[C:15]([NH2:17])=[N:14][CH:13]=[N:12][C:11]=3[N:10]([CH2:18][O:19][CH2:20][CH2:21][Si:22]([CH3:25])([CH3:24])[CH3:23])[CH:9]=2)[CH:27]=1. (5) Given the reactants [N:1]([CH2:4][C@H:5]([OH:17])[C@H:6]([O:9][CH2:10][C:11]1[CH:16]=[CH:15][CH:14]=[CH:13][CH:12]=1)[CH:7]=[CH2:8])=[N+:2]=[N-:3].[CH2:18](Br)[C:19]1[CH:24]=[CH:23][CH:22]=[CH:21][CH:20]=1.[H-].[Na+], predict the reaction product. The product is: [N:1]([CH2:4][C@H:5]([O:17][CH2:18][C:19]1[CH:24]=[CH:23][CH:22]=[CH:21][CH:20]=1)[C@H:6]([O:9][CH2:10][C:11]1[CH:12]=[CH:13][CH:14]=[CH:15][CH:16]=1)[CH:7]=[CH2:8])=[N+:2]=[N-:3]. (6) Given the reactants [C:1](OC(=O)C)(=[O:3])[CH3:2].[OH:8][CH:9]([CH2:28][CH3:29])[CH2:10][C:11]1[C:19](=[O:20])[N:18]2[C:14]([NH:15][C:16]3[CH:24]=[CH:23][CH:22]=[CH:21][C:17]=32)=[C:13]([C:25]#[N:26])[C:12]=1[CH3:27].N1C=CC=CC=1, predict the reaction product. The product is: [C:1]([O:8][CH:9]([CH2:28][CH3:29])[CH2:10][C:11]1[C:19](=[O:20])[N:18]2[C:14]([NH:15][C:16]3[CH:24]=[CH:23][CH:22]=[CH:21][C:17]=32)=[C:13]([C:25]#[N:26])[C:12]=1[CH3:27])(=[O:3])[CH3:2]. (7) Given the reactants [NH2:1][C:2]1[N:7]=[C:6]([N:8]2[CH:17]([CH3:18])[CH2:16][C:15]3[C:10](=[CH:11][C:12]([C:19]4[CH:20]=[CH:21][C:22]([C:25](O)=[O:26])=[N:23][CH:24]=4)=[CH:13][CH:14]=3)[CH2:9]2)[CH:5]=[C:4]([N:28]2[CH2:33][CH2:32][N:31]([CH3:34])[CH2:30][CH2:29]2)[N:3]=1.[CH3:35][N:36]([CH3:41])[CH2:37][CH2:38][NH:39][CH3:40], predict the reaction product. The product is: [NH2:1][C:2]1[N:7]=[C:6]([N:8]2[CH:17]([CH3:18])[CH2:16][C:15]3[C:10](=[CH:11][C:12]([C:19]4[CH:20]=[CH:21][C:22]([C:25]([N:39]([CH2:38][CH2:37][N:36]([CH3:41])[CH3:35])[CH3:40])=[O:26])=[N:23][CH:24]=4)=[CH:13][CH:14]=3)[CH2:9]2)[CH:5]=[C:4]([N:28]2[CH2:33][CH2:32][N:31]([CH3:34])[CH2:30][CH2:29]2)[N:3]=1. (8) Given the reactants [CH3:1][C:2]1[CH:7]=[C:6]([CH3:8])[CH:5]=[C:4]([CH3:9])[C:3]=1[OH:10].[H-].[Na+].CN(C)C=O.[Br:18][C:19]1[CH:20]=[C:21]([C:26]([O:28][CH3:29])=[O:27])[C:22](Cl)=[N:23][CH:24]=1, predict the reaction product. The product is: [Br:18][C:19]1[CH:20]=[C:21]([C:26]([O:28][CH3:29])=[O:27])[C:22]([O:10][C:3]2[C:4]([CH3:9])=[CH:5][C:6]([CH3:8])=[CH:7][C:2]=2[CH3:1])=[N:23][CH:24]=1.